This data is from Forward reaction prediction with 1.9M reactions from USPTO patents (1976-2016). The task is: Predict the product of the given reaction. (1) Given the reactants [CH:1]1[C:13]2[CH:12]([CH2:14][O:15][C:16]([NH:18][C@H:19]([C:25]([OH:27])=[O:26])[CH2:20][CH2:21][CH2:22][CH2:23][NH2:24])=[O:17])[C:11]3[C:6](=[CH:7][CH:8]=[CH:9][CH:10]=3)[C:5]=2[CH:4]=[CH:3][CH:2]=1.[N+:28]([C:31]1[CH:36]=[CH:35][C:34]([S:37](Cl)(=[O:39])=[O:38])=[CH:33][CH:32]=1)([O-:30])=[O:29], predict the reaction product. The product is: [N+:28]([C:31]1[CH:32]=[CH:33][C:34]([S:37]([NH:24][CH2:23][CH2:22][CH2:21][CH2:20][C@@H:19]([C:25]([OH:27])=[O:26])[NH:18][C:16]([O:15][CH2:14][CH:12]2[C:11]3[CH:10]=[CH:9][CH:8]=[CH:7][C:6]=3[C:5]3[C:13]2=[CH:1][CH:2]=[CH:3][CH:4]=3)=[O:17])(=[O:39])=[O:38])=[CH:35][CH:36]=1)([O-:30])=[O:29]. (2) Given the reactants Cl[C:2]1[CH:11]=[CH:10][C:5]([C:6]([O:8][CH3:9])=[O:7])=[C:4]([O:12][CH3:13])[N:3]=1.[F:14][C:15]([F:19])([F:18])[CH2:16][OH:17], predict the reaction product. The product is: [CH3:13][O:12][C:4]1[N:3]=[C:2]([O:17][CH2:16][C:15]([F:19])([F:18])[F:14])[CH:11]=[CH:10][C:5]=1[C:6]([O:8][CH3:9])=[O:7]. (3) Given the reactants [C:1]([NH:5][C:6](=[O:35])[C:7]1[CH:12]=[CH:11][CH:10]=[C:9]([O:13][C:14]2[CH:19]=[CH:18][C:17]([NH:20][C:21]3[C:31]4[CH:30]=[C:29]([CH:32]=O)[CH2:28][CH2:27][NH:26][C:25]=4[N:24]=[CH:23][N:22]=3)=[CH:16][C:15]=2[Cl:34])[CH:8]=1)([CH3:4])([CH3:3])[CH3:2].[CH3:36][S:37]([CH:40]1[CH2:44][CH2:43][NH:42][CH2:41]1)(=[O:39])=[O:38].C(O[BH-](OC(=O)C)OC(=O)C)(=O)C.[Na+].O1CCCC1, predict the reaction product. The product is: [C:1]([NH:5][C:6](=[O:35])[C:7]1[CH:12]=[CH:11][CH:10]=[C:9]([O:13][C:14]2[CH:19]=[CH:18][C:17]([NH:20][C:21]3[C:31]4[CH:30]=[C:29]([CH2:32][N:42]5[CH2:43][CH2:44][CH:40]([S:37]([CH3:36])(=[O:39])=[O:38])[CH2:41]5)[CH2:28][CH2:27][NH:26][C:25]=4[N:24]=[CH:23][N:22]=3)=[CH:16][C:15]=2[Cl:34])[CH:8]=1)([CH3:4])([CH3:3])[CH3:2]. (4) The product is: [Cl:1][C:2]1[C:20]([O:21][CH3:22])=[CH:19][C:5]([C:6]([NH:8][C:9]2[CH:10]=[CH:11][C:12]([C:13]([OH:15])=[O:14])=[CH:17][CH:18]=2)=[O:7])=[CH:4][C:3]=1[O:23][CH:24]([CH3:26])[CH3:25]. Given the reactants [Cl:1][C:2]1[C:20]([O:21][CH3:22])=[CH:19][C:5]([C:6]([NH:8][C:9]2[CH:18]=[CH:17][C:12]([C:13]([O:15]C)=[O:14])=[CH:11][CH:10]=2)=[O:7])=[CH:4][C:3]=1[O:23][CH:24]([CH3:26])[CH3:25], predict the reaction product. (5) Given the reactants FC(F)(F)S([O:6][Si:7]([C:10]([CH3:13])([CH3:12])[CH3:11])([CH3:9])[CH3:8])(=O)=O.[F:16][C:17]1[CH:18]=[C:19]([C:23]2[N:24]([CH2:36][CH:37]([CH2:42]O)[CH2:38][C:39]([O-:41])=[O:40])[CH:25]=[C:26]3[C:31]=2[C:30](=[O:32])[N:29]([CH3:33])[C:28](=[O:34])[N:27]3[CH3:35])[CH:20]=[CH:21][CH:22]=1.[Na+].N1C(C)=CC=CC=1C.Cl.N1C=CC=CC=1, predict the reaction product. The product is: [Si:7]([O:6][CH2:42][CH:37]([CH2:36][N:24]1[C:23]([C:19]2[CH:20]=[CH:21][CH:22]=[C:17]([F:16])[CH:18]=2)=[C:31]2[C:26]([N:27]([CH3:35])[C:28](=[O:34])[N:29]([CH3:33])[C:30]2=[O:32])=[CH:25]1)[CH2:38][C:39]([OH:41])=[O:40])([C:10]([CH3:11])([CH3:12])[CH3:13])([CH3:8])[CH3:9]. (6) The product is: [NH2:7][C@@:11]1([C:10]([OH:9])=[O:21])[C@@H:16]([F:17])[CH2:15][C@@H:14]2[C@H:12]1[C@H:13]2[C:18]([O:20][CH2:23][C:24]1[O:25][C:26](=[O:30])[O:27][C:28]=1[CH3:29])=[O:19]. Given the reactants C(OC([N:7]1[C@:11]2([C@@H:16]([F:17])[CH2:15][C@@H:14]3[C@H:12]2[C@H:13]3[C:18]([OH:20])=[O:19])[C:10](=[O:21])[O:9]C1)=O)C=C.Br[CH2:23][C:24]1[O:25][C:26](=[O:30])[O:27][C:28]=1[CH3:29], predict the reaction product. (7) Given the reactants [CH:1]1[C:10]2[C:5](=[CH:6][CH:7]=[CH:8][CH:9]=2)[CH:4]=[CH:3][C:2]=1[C:11]([OH:13])=O.C(Cl)(=O)C(Cl)=O.C[N:21](C=O)C, predict the reaction product. The product is: [CH:1]1[C:10]2[C:5](=[CH:6][CH:7]=[CH:8][CH:9]=2)[CH:4]=[CH:3][C:2]=1[C:11]([NH2:21])=[O:13]. (8) Given the reactants O1CCCC1.[F:6][C:7]([F:24])([F:23])[O:8][C:9]1[CH:14]=[CH:13][C:12]([NH:15][C:16](=[O:22])[O:17][C:18]([CH3:21])([CH3:20])[CH3:19])=[CH:11][CH:10]=1.[CH3:25][O:26][C:27]1[C:34]([O:35][CH3:36])=[CH:33][CH:32]=[CH:31][C:28]=1[CH:29]=[O:30].[Cl-].[NH4+], predict the reaction product. The product is: [CH3:25][O:26][C:27]1[C:34]([O:35][CH3:36])=[CH:33][CH:32]=[CH:31][C:28]=1[CH:29]([OH:30])[C:11]1[CH:10]=[C:9]([O:8][C:7]([F:23])([F:24])[F:6])[CH:14]=[CH:13][C:12]=1[NH:15][C:16](=[O:22])[O:17][C:18]([CH3:19])([CH3:20])[CH3:21]. (9) The product is: [C:19]([O:23][C:24]([N:26]1[CH2:29][CH:28]([NH:30][C:13](=[O:15])[CH2:12][NH:11][C:8]2[C:7]3[CH:16]=[C:3]([C:2]([F:1])([F:18])[F:17])[CH:4]=[CH:5][C:6]=3[O:10][N:9]=2)[CH2:27]1)=[O:25])([CH3:22])([CH3:20])[CH3:21]. Given the reactants [F:1][C:2]([F:18])([F:17])[C:3]1[CH:4]=[CH:5][C:6]2[O:10][N:9]=[C:8]([NH:11][CH2:12][C:13]([OH:15])=O)[C:7]=2[CH:16]=1.[C:19]([O:23][C:24]([N:26]1[CH2:29][CH:28]([NH2:30])[CH2:27]1)=[O:25])([CH3:22])([CH3:21])[CH3:20].CCN=C=NCCCN(C)C.C1C=CC2N(O)N=NC=2C=1, predict the reaction product. (10) Given the reactants C[O:2][C:3](=[O:21])[C:4]1[CH:9]=[CH:8][C:7]([CH2:10][N:11]2[C:15]3[CH:16]=[CH:17][CH:18]=[CH:19][C:14]=3[NH:13][C:12]2=[O:20])=[CH:6][CH:5]=1.[Li+].[OH-].Cl, predict the reaction product. The product is: [O:20]=[C:12]1[N:11]([CH2:10][C:7]2[CH:8]=[CH:9][C:4]([C:3]([OH:21])=[O:2])=[CH:5][CH:6]=2)[C:15]2[CH:16]=[CH:17][CH:18]=[CH:19][C:14]=2[NH:13]1.